This data is from Reaction yield outcomes from USPTO patents with 853,638 reactions. The task is: Predict the reaction yield, written as a fraction of the theoretical maximum amount of product (1.0 means a 100% yield; for example, 0.34 means a 34% yield). (1) The reactants are [CH3:1][C:2]1([CH3:15])[CH2:11][CH2:10][C:9]([CH3:13])([CH3:12])[C:8]2[CH:7]=[C:6]([OH:14])[CH:5]=[CH:4][C:3]1=2.[F:16][C:17]([F:27])([F:26])[C:18](=O)[CH2:19][C:20](OCC)=[O:21].OS(O)(=O)=O. No catalyst specified. The product is [CH3:1][C:2]1([CH3:15])[C:3]2[CH:4]=[C:5]3[C:6](=[CH:7][C:8]=2[C:9]([CH3:13])([CH3:12])[CH2:10][CH2:11]1)[O:14][C:20](=[O:21])[CH:19]=[C:18]3[C:17]([F:27])([F:26])[F:16]. The yield is 0.380. (2) The yield is 0.980. The catalyst is [Ni].CO. The product is [NH2:9][CH2:8][CH2:7][C:4]1[CH:5]=[CH:6][C:1]([CH2:10][CH2:11][NH2:12])=[CH:2][CH:3]=1. The reactants are [C:1]1([CH2:10][C:11]#[N:12])[CH:6]=[CH:5][C:4]([CH2:7][C:8]#[N:9])=[CH:3][CH:2]=1.N.[H][H].